Dataset: Full USPTO retrosynthesis dataset with 1.9M reactions from patents (1976-2016). Task: Predict the reactants needed to synthesize the given product. (1) The reactants are: FC1C=C(OC)C=C(F)C=1[C:11]1=[C:12]([CH:42]=[CH:43][C:44]2[C:52]([CH3:54])([CH3:53])[C:51]3[C:46](=[CH:47][CH:48]=[C:49]([S:55]([O-:58])(=[O:57])=[O:56])[CH:50]=3)[N+:45]=2[CH2:59][CH2:60][CH2:61][CH2:62][S:63]([O-:66])(=[O:65])=[O:64])[CH2:13][CH2:14][CH2:15]/[C:16]/1=[CH:17]\[CH:18]=[C:19]1\[N:20]([CH2:34][CH2:35][CH2:36][CH2:37][S:38]([O-:41])(=[O:40])=[O:39])[C:21]2[C:26]([C:27]\1([CH3:29])[CH3:28])=[CH:25][C:24]([S:30]([O-:33])(=[O:32])=[O:31])=[CH:23][CH:22]=2.[Na+:67].[Na+].[Na+].B([C:73]1[C:74]([F:88])=[C:75]([CH2:81][CH2:82][CH2:83][CH2:84][C:85]([OH:87])=[O:86])[C:76]([F:80])=[CH:77][C:78]=1[F:79])(O)O. Given the product [C:85]([CH2:84][CH2:83][CH2:82][CH2:81][C:75]1[C:74]([F:88])=[C:73]([C:11]2=[C:16]([CH:17]=[CH:18][C:19]3[C:27]([CH3:29])([CH3:28])[C:26]4[C:21](=[CH:22][CH:23]=[C:24]([S:30]([O-:33])(=[O:31])=[O:32])[CH:25]=4)[N+:20]=3[CH2:34][CH2:35][CH2:36][CH2:37][S:38]([O-:41])(=[O:40])=[O:39])[CH2:15][CH2:14][CH2:13]/[C:12]/2=[CH:42]\[CH:43]=[C:44]2\[N:45]([CH2:59][CH2:60][CH2:61][CH2:62][S:63]([O-:66])(=[O:65])=[O:64])[C:46]3[C:51]([C:52]\2([CH3:54])[CH3:53])=[CH:50][C:49]([S:55]([O-:58])(=[O:56])=[O:57])=[CH:48][CH:47]=3)[C:78]([F:79])=[CH:77][C:76]=1[F:80])([OH:87])=[O:86].[Na+:67].[Na+:67].[Na+:67], predict the reactants needed to synthesize it. (2) The reactants are: [F:1][C:2]([F:13])([F:12])[C:3]1[CH:8]=[CH:7][C:6]([NH:9][CH:10]=O)=[CH:5][CH:4]=1.[Cl:14][C:15]1[N:23]=[C:22]2[C:18]([N:19]=[CH:20][N:21]2[CH3:24])=C(Cl)[N:16]=1. Given the product [Cl:14][C:15]1[N:23]=[C:22]2[C:18]([N:19]=[CH:20][N:21]2[CH3:24])=[C:10]([NH:9][C:6]2[CH:7]=[CH:8][C:3]([C:2]([F:13])([F:12])[F:1])=[CH:4][CH:5]=2)[N:16]=1, predict the reactants needed to synthesize it. (3) The reactants are: [N+:1]([C:4]1[CH:47]=[CH:46][C:7]([O:8][CH2:9][CH2:10][CH2:11][CH2:12][CH2:13][CH2:14][Si:15]([CH3:45])([CH3:44])[O:16][Si:17]([CH3:43])([CH3:42])[O:18][Si:19]([CH3:41])([CH3:40])[O:20][Si:21]([CH2:24][CH2:25][CH2:26][CH2:27][CH2:28][CH2:29][O:30][C:31]2[CH:36]=[CH:35][C:34]([N+:37]([O-])=O)=[CH:33][CH:32]=2)([CH3:23])[CH3:22])=[CH:6][CH:5]=1)([O-])=O.[H][H]. Given the product [NH2:1][C:4]1[CH:47]=[CH:46][C:7]([O:8][CH2:9][CH2:10][CH2:11][CH2:12][CH2:13][CH2:14][Si:15]([CH3:44])([CH3:45])[O:16][Si:17]([CH3:43])([CH3:42])[O:18][Si:19]([CH3:40])([CH3:41])[O:20][Si:21]([CH2:24][CH2:25][CH2:26][CH2:27][CH2:28][CH2:29][O:30][C:31]2[CH:32]=[CH:33][C:34]([NH2:37])=[CH:35][CH:36]=2)([CH3:22])[CH3:23])=[CH:6][CH:5]=1, predict the reactants needed to synthesize it. (4) The reactants are: [F:1][C:2]([F:16])([F:15])[C:3]1[S:7][C:6]2[CH:8]=[CH:9][CH:10]=[CH:11][C:5]=2[C:4]=1[C:12](Cl)=[O:13].O1CCOCC1.[NH3:23].O. Given the product [F:1][C:2]([F:16])([F:15])[C:3]1[S:7][C:6]2[CH:8]=[CH:9][CH:10]=[CH:11][C:5]=2[C:4]=1[C:12]([NH2:23])=[O:13], predict the reactants needed to synthesize it.